From a dataset of Full USPTO retrosynthesis dataset with 1.9M reactions from patents (1976-2016). Predict the reactants needed to synthesize the given product. (1) The reactants are: [CH3:1][O:2][C:3]1[C:4]([CH:9]=O)=[N:5][CH:6]=[CH:7][N:8]=1.[F:11][C:12]1[CH:17]=[CH:16][CH:15]=[CH:14][C:13]=1/[CH:18]=[CH:19]/[CH:20]1[CH2:25][CH2:24][NH:23][CH2:22][CH2:21]1.C(O[BH-](OC(=O)C)OC(=O)C)(=O)C.[Na+].C(=O)(O)[O-].[Na+]. Given the product [F:11][C:12]1[CH:17]=[CH:16][CH:15]=[CH:14][C:13]=1/[CH:18]=[CH:19]/[CH:20]1[CH2:21][CH2:22][N:23]([CH2:9][C:4]2[C:3]([O:2][CH3:1])=[N:8][CH:7]=[CH:6][N:5]=2)[CH2:24][CH2:25]1, predict the reactants needed to synthesize it. (2) The reactants are: Cl.[NH2:2][C@H:3]1[CH2:10][CH2:9][CH2:8][NH:7][C:5](=[O:6])[CH2:4]1.C([O-])([O-])=O.[Na+].[Na+].[C:17](Cl)(=[O:31])[CH2:18][CH2:19][CH2:20][CH2:21][CH2:22][CH2:23][CH2:24][CH2:25][CH2:26][CH2:27][CH2:28][CH2:29][CH3:30]. Given the product [C:17]([NH:2][C@H:3]1[CH2:10][CH2:9][CH2:8][NH:7][C:5](=[O:6])[CH2:4]1)(=[O:31])[CH2:18][CH2:19][CH2:20][CH2:21][CH2:22][CH2:23][CH2:24][CH2:25][CH2:26][CH2:27][CH2:28][CH2:29][CH3:30], predict the reactants needed to synthesize it.